From a dataset of Reaction yield outcomes from USPTO patents with 853,638 reactions. Predict the reaction yield, written as a fraction of the theoretical maximum amount of product (1.0 means a 100% yield; for example, 0.34 means a 34% yield). (1) The reactants are C[O:2][C:3](=[O:16])[CH2:4][NH:5][C:6](=[O:15])[C:7]1[CH2:8][C:9](Cl)([Cl:13])[CH:10]=[CH:11][CH:12]=1.[OH-].[Na+].[ClH:19]. No catalyst specified. The product is [Cl:13][C:9]1[CH:8]=[C:7]([CH:12]=[CH:11][C:10]=1[Cl:19])[C:6]([NH:5][CH2:4][C:3]([OH:2])=[O:16])=[O:15]. The yield is 0.780. (2) The reactants are [C:1]([O:5][CH3:6])(=[O:4])[CH2:2][SH:3].C[O-].[Na+].Cl[C:11]([C:15]1[CH:20]=[CH:19][CH:18]=[CH:17][CH:16]=1)=[CH:12][C:13]#[N:14].O. The catalyst is CO.CN(C=O)C. The product is [NH2:14][C:13]1[CH:12]=[C:11]([C:15]2[CH:20]=[CH:19][CH:18]=[CH:17][CH:16]=2)[S:3][C:2]=1[C:1]([O:5][CH3:6])=[O:4]. The yield is 0.500.